Predict the product of the given reaction. From a dataset of Forward reaction prediction with 1.9M reactions from USPTO patents (1976-2016). (1) Given the reactants [F:1][C:2]1[CH:7]=[CH:6][CH:5]=[C:4]([F:8])[C:3]=1[C@H:9]([NH:12][S@](C(C)(C)C)=O)[CH:10]=[CH2:11].[ClH:19].O1CCOCC1, predict the reaction product. The product is: [ClH:19].[F:1][C:2]1[CH:7]=[CH:6][CH:5]=[C:4]([F:8])[C:3]=1[C@H:9]([NH2:12])[CH:10]=[CH2:11]. (2) Given the reactants [CH:1]1(/[C:4](/[C:10]2[N:15]=[C:14]3[O:16][CH:17]([C:20]4[CH:25]=[CH:24][C:23]([C:26]5[CH:31]=[C:30]([O:32][CH3:33])[CH:29]=[CH:28][C:27]=5[F:34])=[CH:22][CH:21]=4)[CH2:18][CH2:19][C:13]3=[CH:12][CH:11]=2)=[CH:5]/[C:6]([O:8][CH3:9])=[O:7])[CH2:3][CH2:2]1, predict the reaction product. The product is: [CH:1]1([CH:4]([C:10]2[N:15]=[C:14]3[O:16][CH:17]([C:20]4[CH:21]=[CH:22][C:23]([C:26]5[CH:31]=[C:30]([O:32][CH3:33])[CH:29]=[CH:28][C:27]=5[F:34])=[CH:24][CH:25]=4)[CH2:18][CH2:19][C:13]3=[CH:12][CH:11]=2)[CH2:5][C:6]([O:8][CH3:9])=[O:7])[CH2:2][CH2:3]1. (3) Given the reactants [S:1]1[CH:5]=[CH:4][CH:3]=[C:2]1[CH2:6][CH2:7][OH:8].[C:9](OC(=O)C)(=[O:11])[CH3:10].CCN(C(C)C)C(C)C, predict the reaction product. The product is: [C:9]([O:8][CH2:7][CH2:6][C:2]1[S:1][CH:5]=[CH:4][CH:3]=1)(=[O:11])[CH3:10]. (4) The product is: [CH3:14][O:13][C:10]1[CH:11]=[C:12]2[C:7]([CH2:6][CH:5]([C:4]([CH3:25])([CH3:24])[CH2:3][O:2][CH3:1])[N:21]=[CH:22]2)=[CH:8][C:9]=1[O:15][CH2:16][CH2:17][CH2:18][O:19][CH3:20]. Given the reactants [CH3:1][O:2][CH2:3][C:4]([CH3:25])([CH3:24])[CH:5]([NH:21][CH:22]=O)[CH2:6][C:7]1[CH:12]=[CH:11][C:10]([O:13][CH3:14])=[C:9]([O:15][CH2:16][CH2:17][CH2:18][O:19][CH3:20])[CH:8]=1.O=P(Cl)(Cl)Cl, predict the reaction product. (5) Given the reactants [C:1]([O:5][C:6]([N:8]1[CH2:13][CH2:12][C:11](=[O:14])[CH2:10][CH2:9]1)=[O:7])([CH3:4])([CH3:3])[CH3:2].N1CC[CH2:17][CH2:16]1.C1(C)C=CC(S(O)(=O)=O)=CC=1.O, predict the reaction product. The product is: [C:1]([O:5][C:6]([N:8]1[CH2:9][CH2:10][C:11](=[O:14])[CH:12]([CH2:16][CH3:17])[CH2:13]1)=[O:7])([CH3:4])([CH3:2])[CH3:3].